This data is from Full USPTO retrosynthesis dataset with 1.9M reactions from patents (1976-2016). The task is: Predict the reactants needed to synthesize the given product. (1) Given the product [CH3:1][O:2][C:3]1[CH:4]=[CH:5][C:6]([C:7]([NH:9][C:10]2[C:11]([NH2:16])=[CH:12][CH:13]=[CH:14][CH:15]=2)=[O:8])=[CH:19][CH:20]=1, predict the reactants needed to synthesize it. The reactants are: [CH3:1][O:2][C:3]1[CH:20]=[CH:19][C:6]([C:7]([NH:9][C:10]2[CH:15]=[CH:14][CH:13]=[CH:12][C:11]=2[N+:16]([O-])=O)=[O:8])=[CH:5][CH:4]=1. (2) Given the product [O:1]1[CH2:6][CH2:5][CH2:4][CH2:3][CH:2]1[O:7][CH2:8][CH2:9][CH2:10][C:11]([O:19][C:15]([CH3:18])([CH3:17])[CH3:16])=[O:12], predict the reactants needed to synthesize it. The reactants are: [O:1]1[CH2:6][CH2:5][CH2:4][CH2:3][CH:2]1[O:7][CH2:8][CH2:9][CH2:10][C:11](OC)=[O:12].[C:15]([OH:19])([CH3:18])([CH3:17])[CH3:16].C(OC(C)C)(C)C. (3) Given the product [CH3:10][O:9][C:7]1[CH:6]=[C:5]([C:11]([C@@H:13]2[C@:22]3([CH3:23])[C@H:17]([C:18]([CH3:24])([CH3:25])[CH2:19][CH2:20][CH2:21]3)[CH2:16][C@H:15]([CH2:26][NH:27][C:29](=[O:36])[C:30]3[CH:35]=[CH:34][CH:33]=[CH:32][CH:31]=3)[C@H:14]2[CH3:28])=[O:12])[CH:4]=[C:3]([O:2][CH3:1])[CH:8]=1, predict the reactants needed to synthesize it. The reactants are: [CH3:1][O:2][C:3]1[CH:4]=[C:5]([C:11]([C@@H:13]2[C@:22]3([CH3:23])[C@H:17]([C:18]([CH3:25])([CH3:24])[CH2:19][CH2:20][CH2:21]3)[CH2:16][C@H:15]([CH2:26][NH2:27])[C@H:14]2[CH3:28])=[O:12])[CH:6]=[C:7]([O:9][CH3:10])[CH:8]=1.[C:29](O)(=[O:36])[C:30]1[CH:35]=[CH:34][CH:33]=[CH:32][CH:31]=1.C1CCC(N=C=NC2CCCCC2)CC1. (4) Given the product [Cl:12][C:13]1[CH:20]=[CH:19][CH:18]=[C:17]([Cl:21])[C:14]=1[C:15]1[NH:1][N:2]=[C:3]([C:5]2[CH:10]=[CH:9][CH:8]=[C:7]([CH3:11])[N:6]=2)[N:4]=1, predict the reactants needed to synthesize it. The reactants are: [NH2:1][NH:2][C:3]([C:5]1[CH:10]=[CH:9][CH:8]=[C:7]([CH3:11])[N:6]=1)=[NH:4].[Cl:12][C:13]1[CH:20]=[CH:19][CH:18]=[C:17]([Cl:21])[C:14]=1[CH:15]=O. (5) Given the product [OH:31][CH:38]([C:37]1[CH:19]=[C:18]2[C:23](=[CH:22][CH:36]=1)[CH2:24][N:16]([C:14]([NH:13][C:10]1[CH:11]=[CH:12][C:7]([C:5]([NH:4][CH2:1][CH2:2][CH3:3])=[O:6])=[CH:8][CH:9]=1)=[O:15])[CH2:17]2)[CH2:39][OH:35], predict the reactants needed to synthesize it. The reactants are: [CH2:1]([NH:4][C:5]([C:7]1[CH:12]=[CH:11][C:10]([NH:13][C:14]([N:16]2[CH2:24][C:23]3[C:18](=[CH:19]C=C(C=C)[CH:22]=3)[CH2:17]2)=[O:15])=[CH:9][CH:8]=1)=[O:6])[CH2:2][CH3:3].C[N+]1([O-])CC[O:31]CC1.[O:35]1[CH2:39][CH2:38][CH2:37][CH2:36]1. (6) Given the product [C:1]([C:3]1[CH:4]=[C:5]([C@H:10]2[CH2:14][C@H:13]([F:15])[CH2:12][N:11]2[C:16]2[CH:21]=[CH:20][N:19]3[N:22]=[CH:23][C:24]([C:25]([NH2:27])=[O:26])=[C:18]3[CH:17]=2)[CH:6]=[C:7]([F:9])[CH:8]=1)#[N:2], predict the reactants needed to synthesize it. The reactants are: [C:1]([C:3]1[CH:4]=[C:5]([C@H:10]2[CH2:14][C@H:13]([F:15])[CH2:12][N:11]2[C:16]2[CH:21]=[CH:20][N:19]3[N:22]=[CH:23][C:24]([C:25]([N:27](CC4C=CC(OC)=CC=4)CC4C=CC(OC)=CC=4)=[O:26])=[C:18]3[CH:17]=2)[CH:6]=[C:7]([F:9])[CH:8]=1)#[N:2].C(O)(C(F)(F)F)=O. (7) Given the product [OH:1][C:2]1[CH:3]=[C:4]([CH:9]=[C:10]([O:12][CH2:17][CH2:16][CH2:15][C:14]#[CH:13])[CH:11]=1)[C:5]([O:7][CH3:8])=[O:6], predict the reactants needed to synthesize it. The reactants are: [OH:1][C:2]1[CH:3]=[C:4]([CH:9]=[C:10]([OH:12])[CH:11]=1)[C:5]([O:7][CH3:8])=[O:6].[CH3:13][C:14]1C=C[C:17](S(OCCCC#C)(=O)=O)=[CH:16][CH:15]=1.C([O-])([O-])=O.[K+].[K+]. (8) The reactants are: [CH3:1][C:2]1[CH:7]=[C:6](OS(C(F)(F)F)(=O)=O)[CH:5]=[C:4]([CH3:16])[N:3]=1.[N+:17]([C:20]1[CH:25]=[CH:24][C:23]([N:26]2[CH2:31][CH2:30][NH:29][CH2:28][CH2:27]2)=[CH:22][CH:21]=1)([O-:19])=[O:18]. Given the product [CH3:1][C:2]1[CH:7]=[C:6]([N:29]2[CH2:30][CH2:31][N:26]([C:23]3[CH:22]=[CH:21][C:20]([N+:17]([O-:19])=[O:18])=[CH:25][CH:24]=3)[CH2:27][CH2:28]2)[CH:5]=[C:4]([CH3:16])[N:3]=1, predict the reactants needed to synthesize it. (9) Given the product [N:7]1[CH:2]=[CH:3][CH:4]=[CH:5][C:6]=1[NH:8][C:9]1[O:10][C:11]2([CH2:19][N:20]=1)[CH:16]1[CH2:17][CH2:18][N:13]([CH2:14][CH2:15]1)[CH2:12]2, predict the reactants needed to synthesize it. The reactants are: Br[C:2]1[N:7]=[C:6]([NH:8][C:9]2[O:10][C:11]3([CH2:19][N:20]=2)[CH:16]2[CH2:17][CH2:18][N:13]([CH2:14][CH2:15]2)[CH2:12]3)[CH:5]=[CH:4][CH:3]=1. (10) Given the product [CH2:2]1[CH2:1][O:6][CH2:4][CH2:3]1.[CH2:7]([N:9]([CH2:12][CH3:13])[CH2:10][CH3:11])[CH3:8], predict the reactants needed to synthesize it. The reactants are: [CH2:1]([OH:6])[CH2:2][CH2:3][CH2:4]O.[CH2:7]([N:9]([CH2:12][CH3:13])[CH2:10][CH3:11])[CH3:8].BrC(C)(C)C(Br)=O.